From a dataset of NCI-60 drug combinations with 297,098 pairs across 59 cell lines. Regression. Given two drug SMILES strings and cell line genomic features, predict the synergy score measuring deviation from expected non-interaction effect. Drug 1: CCC1(CC2CC(C3=C(CCN(C2)C1)C4=CC=CC=C4N3)(C5=C(C=C6C(=C5)C78CCN9C7C(C=CC9)(C(C(C8N6C)(C(=O)OC)O)OC(=O)C)CC)OC)C(=O)OC)O.OS(=O)(=O)O. Drug 2: COC1=NC(=NC2=C1N=CN2C3C(C(C(O3)CO)O)O)N. Cell line: NCI-H460. Synergy scores: CSS=0.232, Synergy_ZIP=0.625, Synergy_Bliss=0.436, Synergy_Loewe=0.0813, Synergy_HSA=-0.571.